From a dataset of Retrosynthesis with 50K atom-mapped reactions and 10 reaction types from USPTO. Predict the reactants needed to synthesize the given product. Given the product CN(C)C(=O)c1ccc(NC(=O)Nc2ccc(Br)c(F)c2F)cc1, predict the reactants needed to synthesize it. The reactants are: CN(C)C(=O)c1ccc(NC(=O)OCC(Cl)(Cl)Cl)cc1.Nc1ccc(Br)c(F)c1F.